From a dataset of Reaction yield outcomes from USPTO patents with 853,638 reactions. Predict the reaction yield, written as a fraction of the theoretical maximum amount of product (1.0 means a 100% yield; for example, 0.34 means a 34% yield). (1) The reactants are NC1C=CC=CC=1C1N=C(CCCC(O)=O)OC=1.C[O:20][C:21](=[O:36])[CH2:22][CH2:23][C:24]1[O:25][CH:26]=[C:27]([C:29]2[CH:34]=[CH:33][CH:32]=[CH:31][C:30]=2[NH2:35])[N:28]=1. No catalyst specified. The product is [NH2:35][C:30]1[CH:31]=[CH:32][CH:33]=[CH:34][C:29]=1[C:27]1[N:28]=[C:24]([CH2:23][CH2:22][C:21]([OH:36])=[O:20])[O:25][CH:26]=1. The yield is 0.850. (2) The reactants are [CH3:1][N:2]1[C:6]2[CH:7]=[CH:8][CH:9]=[CH:10][C:5]=2[O:4][C:3]1=[O:11].[S:12]([Cl:16])(=O)(=[O:14])[OH:13]. No catalyst specified. The product is [CH3:1][N:2]1[C:6]2[CH:7]=[CH:8][C:9]([S:12]([Cl:16])(=[O:14])=[O:13])=[CH:10][C:5]=2[O:4][C:3]1=[O:11]. The yield is 0.460. (3) The reactants are [CH2:1]([OH:4])[CH2:2][OH:3].[H-].[Na+].[Cl:7][C:8]1[N:9]=[N:10][C:11]([Cl:15])=[CH:12][C:13]=1Cl.BrC1C(Cl)=C(Cl)N=NC=1. The catalyst is O1CCCC1. The product is [Cl:7][C:8]1[N:9]=[N:10][C:11]([Cl:15])=[CH:12][C:13]=1[O:3][CH2:2][CH2:1][OH:4]. The yield is 0.830. (4) The reactants are [C:1]1([C@@H:7]2[CH2:9][C@H:8]2[NH:10][CH2:11][CH:12]2[CH2:17][CH2:16][N:15](C(OC(C)(C)C)=O)[CH2:14][CH2:13]2)[CH:6]=[CH:5][CH:4]=[CH:3][CH:2]=1.C(=O)([O-])[O-].[K+].[K+].IC. The catalyst is C(#N)C.CN(C)C=O. The product is [C:1]1([C@@H:7]2[CH2:9][C@H:8]2[NH:10][CH2:11][CH:12]2[CH2:17][CH2:16][NH:15][CH2:14][CH2:13]2)[CH:2]=[CH:3][CH:4]=[CH:5][CH:6]=1. The yield is 0.134. (5) The reactants are [NH4+].[Cl-].[F:3][C:4]1[CH:36]=[CH:35][C:7]([CH2:8][N:9]([CH3:34])[C:10](=[O:33])[C@@H:11]([NH:18][C:19]([C:21]2[S:22][C:23]3[CH:29]=[C:28]([N+:30]([O-])=O)[CH:27]=[CH:26][C:24]=3[N:25]=2)=[O:20])[C:12]2[CH:17]=[CH:16][CH:15]=[CH:14][CH:13]=2)=[CH:6][CH:5]=1. The catalyst is CO.O.[Fe]. The product is [NH2:30][C:28]1[CH:27]=[CH:26][C:24]2[N:25]=[C:21]([C:19]([NH:18][C@@H:11]([C:12]3[CH:17]=[CH:16][CH:15]=[CH:14][CH:13]=3)[C:10]([N:9]([CH2:8][C:7]3[CH:35]=[CH:36][C:4]([F:3])=[CH:5][CH:6]=3)[CH3:34])=[O:33])=[O:20])[S:22][C:23]=2[CH:29]=1. The yield is 0.810. (6) The reactants are C([O:3][C:4]([C:6]1([NH:15][C:16](=[O:29])[C:17]2[CH:22]=[CH:21][CH:20]=[C:19]([CH3:23])[C:18]=2[C:24]#[C:25][CH2:26][CH2:27][CH3:28])[CH2:14][C:13]2[C:8](=[CH:9][CH:10]=[CH:11][CH:12]=2)[CH2:7]1)=[O:5])C.[OH-].[K+].O. The catalyst is CCO. The product is [CH3:23][C:19]1[C:18]([C:24]#[C:25][CH2:26][CH2:27][CH3:28])=[C:17]([CH:22]=[CH:21][CH:20]=1)[C:16]([NH:15][C:6]1([C:4]([OH:5])=[O:3])[CH2:14][C:13]2[C:8](=[CH:9][CH:10]=[CH:11][CH:12]=2)[CH2:7]1)=[O:29]. The yield is 0.690. (7) The reactants are C[O:2][P:3]([CH2:7][N:8]([S:10]([C:13]1[S:14][CH:15]=[CH:16][CH:17]=1)(=[O:12])=[O:11])[CH3:9])(=[O:6])[O:4]C.Br[Si](C)(C)C. The catalyst is ClCCl. The product is [S:14]1[CH:15]=[CH:16][CH:17]=[C:13]1[S:10]([N:8]([CH2:7][P:3](=[O:2])([OH:4])[OH:6])[CH3:9])(=[O:11])=[O:12]. The yield is 0.740. (8) The reactants are ClC1C=CC=C(C(OO)=[O:9])C=1.[CH3:12][O:13][C:14]1[C:33]([O:34][CH3:35])=[C:32]([O:36][CH3:37])[CH:31]=[C:30]([CH3:38])[C:15]=1[C:16]([C:18]1[C:23]([C:24]([F:27])([F:26])[F:25])=[CH:22][N:21]=[CH:20][C:19]=1[O:28][CH3:29])=[O:17]. The catalyst is C(Cl)(Cl)Cl. The product is [CH3:12][O:13][C:14]1[C:33]([O:34][CH3:35])=[C:32]([O:36][CH3:37])[CH:31]=[C:30]([CH3:38])[C:15]=1[C:16]([C:18]1[C:23]([C:24]([F:27])([F:25])[F:26])=[CH:22][N+:21]([O-:9])=[CH:20][C:19]=1[O:28][CH3:29])=[O:17]. The yield is 0.990. (9) The reactants are [CH3:1][O:2][C:3]1[C:12]([O:13][CH3:14])=[C:11]2[C:6]([C:7]([NH:15][C@@H:16]3[CH2:20][CH2:19][O:18][CH2:17]3)=[N:8][CH:9]=[N:10]2)=[CH:5][CH:4]=1.[H-].[Na+].Br[CH2:24][CH:25]1[CH2:27][CH2:26]1. The catalyst is CN(C=O)C. The product is [CH:25]1([CH2:24][N:15]([C@@H:16]2[CH2:20][CH2:19][O:18][CH2:17]2)[C:7]2[C:6]3[C:11](=[C:12]([O:13][CH3:14])[C:3]([O:2][CH3:1])=[CH:4][CH:5]=3)[N:10]=[CH:9][N:8]=2)[CH2:27][CH2:26]1. The yield is 0.320. (10) The reactants are [N+:1]([C:4]1[CH:5]=[C:6]2[C:10](=[CH:11][CH:12]=1)[NH:9][CH2:8][CH2:7]2)([O-:3])=[O:2].[CH3:13][S:14](Cl)(=[O:16])=[O:15].C(N(CC)CC)C.O. The catalyst is ClCCl. The product is [CH3:13][S:14]([N:9]1[C:10]2[C:6](=[CH:5][C:4]([N+:1]([O-:3])=[O:2])=[CH:12][CH:11]=2)[CH2:7][CH2:8]1)(=[O:16])=[O:15]. The yield is 0.920.